This data is from Reaction yield outcomes from USPTO patents with 853,638 reactions. The task is: Predict the reaction yield, written as a fraction of the theoretical maximum amount of product (1.0 means a 100% yield; for example, 0.34 means a 34% yield). (1) The reactants are Cl.[CH3:2][C:3]1([CH3:22])[CH2:11][C@H:10]([NH:12][C:13]2[C:18]([C:19]#[N:20])=[CH:17][N:16]=[C:15](Cl)[N:14]=2)[CH2:9][C@H:8]2[N:4]1[CH2:5][CH2:6][CH2:7]2.[NH2:23][C:24]1[CH:25]=[CH:26][C:27]([O:37][C:38]([CH3:49])([CH3:48])[CH2:39][O:40][Si](C(C)(C)C)(C)C)=[C:28]([N:30]2[C:34](=[O:35])[N:33]([CH3:36])[N:32]=[N:31]2)[CH:29]=1. The catalyst is CC(O)C. The product is [NH3:4].[CH3:34][OH:35].[CH3:2][C:3]1([CH3:22])[CH2:11][C@H:10]([NH:12][C:13]2[C:18]([C:19]#[N:20])=[CH:17][N:16]=[C:15]([NH:23][C:24]3[CH:25]=[CH:26][C:27]([O:37][C:38]([CH3:49])([CH3:48])[CH2:39][OH:40])=[C:28]([N:30]4[C:34](=[O:35])[N:33]([CH3:36])[N:32]=[N:31]4)[CH:29]=3)[N:14]=2)[CH2:9][C@H:8]2[N:4]1[CH2:5][CH2:6][CH2:7]2. The yield is 0.0100. (2) The reactants are [F:1][C:2]1[CH:7]=[CH:6][C:5]([N:8]=[C:9]=S)=[CH:4][CH:3]=1.[NH:11]([C:13](=[O:37])[C:14]([NH:16][C:17]1[CH:18]=[CH:19][C:20]([O:23][CH:24]2[CH2:29][CH2:28][CH:27]([C:30]([O:32][C:33]([CH3:36])([CH3:35])[CH3:34])=[O:31])[CH2:26][CH2:25]2)=[N:21][CH:22]=1)=[O:15])[NH2:12].Cl.CN(C)CCCN=C=NCC. The catalyst is CN(C=O)C. The product is [F:1][C:2]1[CH:7]=[CH:6][C:5]([NH:8][C:9]2[O:37][C:13]([C:14]([NH:16][C:17]3[CH:18]=[CH:19][C:20]([O:23][CH:24]4[CH2:29][CH2:28][CH:27]([C:30]([O:32][C:33]([CH3:36])([CH3:35])[CH3:34])=[O:31])[CH2:26][CH2:25]4)=[N:21][CH:22]=3)=[O:15])=[N:11][N:12]=2)=[CH:4][CH:3]=1. The yield is 0.890.